From a dataset of Full USPTO retrosynthesis dataset with 1.9M reactions from patents (1976-2016). Predict the reactants needed to synthesize the given product. (1) The reactants are: Cl[C:2]1[C:7]([C:8]([O:10][CH2:11][CH3:12])=[O:9])=[CH:6][N:5]=[C:4]([C:13]2[CH:18]=[CH:17][C:16]([F:19])=[CH:15][CH:14]=2)[CH:3]=1.[Cl:20][C:21]1[CH:26]=[CH:25][CH:24]=[CH:23][C:22]=1[OH:27]. Given the product [Cl:20][C:21]1[CH:26]=[CH:25][CH:24]=[CH:23][C:22]=1[O:27][C:2]1[C:7]([C:8]([O:10][CH2:11][CH3:12])=[O:9])=[CH:6][N:5]=[C:4]([C:13]2[CH:18]=[CH:17][C:16]([F:19])=[CH:15][CH:14]=2)[CH:3]=1, predict the reactants needed to synthesize it. (2) Given the product [CH2:18]([NH:25][C:9]1[C:8](=[CH:1][C:2]2[CH:7]=[CH:6][CH:5]=[CH:4][CH:3]=2)[NH:12][C:11](=[O:13])[C:10]=1[N:14]=[O:15])[C:19]1[CH:24]=[CH:23][CH:22]=[CH:21][CH:20]=1, predict the reactants needed to synthesize it. The reactants are: [CH:1](=[C:8]1[NH:12][C:11](=[O:13])[C:10]([N:14]=[O:15])=[C:9]1OC)[C:2]1[CH:7]=[CH:6][CH:5]=[CH:4][CH:3]=1.[CH2:18]([NH2:25])[C:19]1[CH:24]=[CH:23][CH:22]=[CH:21][CH:20]=1.